From a dataset of Forward reaction prediction with 1.9M reactions from USPTO patents (1976-2016). Predict the product of the given reaction. (1) Given the reactants [C:1]([C:3]1[CH:4]=[C:5]([CH:10]=[CH:11][C:12]=1F)[C:6]([O:8][CH3:9])=[O:7])#[N:2].[F:14][C:15]([F:19])([F:18])[CH2:16][O-:17].[Na+], predict the reaction product. The product is: [C:1]([C:3]1[CH:4]=[C:5]([CH:10]=[CH:11][C:12]=1[O:17][CH2:16][C:15]([F:19])([F:18])[F:14])[C:6]([O:8][CH3:9])=[O:7])#[N:2]. (2) Given the reactants [H-].[Na+].[CH3:3][C:4]([NH2:7])([CH3:6])[CH3:5].[Cl:8][C:9]1[CH:14]=[C:13](Cl)[N:12]=[C:11]([I:16])[N:10]=1, predict the reaction product. The product is: [C:4]([NH:7][C:13]1[CH:14]=[C:9]([Cl:8])[N:10]=[C:11]([I:16])[N:12]=1)([CH3:6])([CH3:5])[CH3:3]. (3) Given the reactants Br[C:2]1[CH:3]=[C:4]2[C:9](=[CH:10][CH:11]=1)[C:8](=[O:12])[N:7]([CH2:13][C:14]1([CH2:17][O:18][Si:19]([C:22]([CH3:25])([CH3:24])[CH3:23])([CH3:21])[CH3:20])[CH2:16][CH2:15]1)[CH:6]=[C:5]2[S:26][CH2:27][C@H:28]1[CH2:33][CH2:32][CH2:31][N:30]([C:34]([O:36][C:37]([CH3:40])([CH3:39])[CH3:38])=[O:35])[CH2:29]1.[CH:41]1([NH:44][C:45](=[O:63])[C:46]2[CH:51]=[C:50](B3OC(C)(C)C(C)(C)O3)[C:49]([CH3:61])=[C:48]([F:62])[CH:47]=2)[CH2:43][CH2:42]1, predict the reaction product. The product is: [Si:19]([O:18][CH2:17][C:14]1([CH2:13][N:7]2[CH:6]=[C:5]([S:26][CH2:27][C@@H:28]3[CH2:33][CH2:32][CH2:31][N:30]([C:34]([O:36][C:37]([CH3:40])([CH3:39])[CH3:38])=[O:35])[CH2:29]3)[C:4]3[C:9](=[CH:10][CH:11]=[C:2]([C:50]4[CH:51]=[C:46]([C:45](=[O:63])[NH:44][CH:41]5[CH2:42][CH2:43]5)[CH:47]=[C:48]([F:62])[C:49]=4[CH3:61])[CH:3]=3)[C:8]2=[O:12])[CH2:15][CH2:16]1)([C:22]([CH3:24])([CH3:23])[CH3:25])([CH3:20])[CH3:21]. (4) Given the reactants [CH:1]1([NH:7][C:8]2[N:16]=[C:15]([NH:17][C:18]3[CH:23]=[CH:22][C:21]([N:24]4[CH2:29][CH2:28][NH:27][CH2:26][CH2:25]4)=[CH:20][C:19]=3[O:30][CH3:31])[N:14]=[C:13]3[C:9]=2[N:10]=[CH:11][NH:12]3)[CH2:6][CH2:5][CH2:4][CH2:3][CH2:2]1.C(N(CC)CC)C.Cl[C:40](OC1C=CC([N+]([O-])=O)=CC=1)=[O:41].[NH:52]1[CH2:57][CH2:56][O:55][CH2:54][CH2:53]1, predict the reaction product. The product is: [CH:1]1([NH:7][C:8]2[N:16]=[C:15]([NH:17][C:18]3[CH:23]=[CH:22][C:21]([N:24]4[CH2:25][CH2:26][N:27]([C:40]([N:52]5[CH2:57][CH2:56][O:55][CH2:54][CH2:53]5)=[O:41])[CH2:28][CH2:29]4)=[CH:20][C:19]=3[O:30][CH3:31])[N:14]=[C:13]3[C:9]=2[N:10]=[CH:11][NH:12]3)[CH2:2][CH2:3][CH2:4][CH2:5][CH2:6]1. (5) Given the reactants [Cl:1][C:2]([O:5][C:6](=[O:12])OC(Cl)(Cl)Cl)(Cl)Cl.[N:13]1[CH:18]=CC=[CH:15][CH:14]=1.O1CCC[CH2:20]1, predict the reaction product. The product is: [ClH:1].[C:6]([O:5][CH2:2][CH2:18][NH:13][CH2:14][CH3:15])(=[O:12])[CH3:20]. (6) Given the reactants P(Cl)(Cl)(Cl)=O.O1[C:10]2([CH2:15][CH2:14][CH:13]([O:16][C:17]3[CH:18]=[C:19]4[C:24](=[CH:25][C:26]=3[O:27][CH3:28])[N:23]=[CH:22][NH:21][C:20]4=O)[CH2:12][CH2:11]2)[O:9]CC1.C(N(CC)CC)C.[Cl:37][C:38]1[C:39]([F:45])=[C:40]([CH:42]=[CH:43][CH:44]=1)[NH2:41], predict the reaction product. The product is: [Cl:37][C:38]1[C:39]([F:45])=[C:40]([NH:41][C:20]2[C:19]3[C:24](=[CH:25][C:26]([O:27][CH3:28])=[C:17]([O:16][CH:13]4[CH2:12][CH2:11][C:10](=[O:9])[CH2:15][CH2:14]4)[CH:18]=3)[N:23]=[CH:22][N:21]=2)[CH:42]=[CH:43][CH:44]=1.